Dataset: Catalyst prediction with 721,799 reactions and 888 catalyst types from USPTO. Task: Predict which catalyst facilitates the given reaction. (1) Reactant: [O:1]=[C:2]1[NH:6][C:5](=[O:7])[C:4](=[CH:8][C:9]2[CH:14]=[CH:13][C:12]([C:15]3[CH:20]=[CH:19][CH:18]=[C:17]([NH:21][C:22](=[O:28])[O:23][C:24]([CH3:27])([CH3:26])[CH3:25])[CH:16]=3)=[CH:11][CH:10]=2)[S:3]1. Product: [O:1]=[C:2]1[NH:6][C:5](=[O:7])[CH:4]([CH2:8][C:9]2[CH:10]=[CH:11][C:12]([C:15]3[CH:20]=[CH:19][CH:18]=[C:17]([NH:21][C:22](=[O:28])[O:23][C:24]([CH3:26])([CH3:25])[CH3:27])[CH:16]=3)=[CH:13][CH:14]=2)[S:3]1. The catalyst class is: 12. (2) Product: [CH2:1]([O:8][C:9]([N:11]1[CH2:17][CH2:16][CH2:15][CH:14]([NH:18][C:19](=[O:35])[C@@H:20]([NH:27][C:28]([C:30]2[O:31][CH:32]=[CH:33][CH:34]=2)=[O:29])[CH2:21][CH:22]2[CH2:26][CH2:25][CH2:24][CH2:23]2)[C:13](=[O:36])[CH2:12]1)=[O:10])[C:2]1[CH:7]=[CH:6][CH:5]=[CH:4][CH:3]=1. Reactant: [CH2:1]([O:8][C:9]([N:11]1[CH2:17][CH2:16][CH2:15][CH:14]([NH:18][C:19](=[O:35])[C@@H:20]([NH:27][C:28]([C:30]2[O:31][CH:32]=[CH:33][CH:34]=2)=[O:29])[CH2:21][CH:22]2[CH2:26][CH2:25][CH2:24][CH2:23]2)[CH:13]([OH:36])[CH2:12]1)=[O:10])[C:2]1[CH:7]=[CH:6][CH:5]=[CH:4][CH:3]=1.CC(OI1(OC(C)=O)(OC(C)=O)OC(=O)C2C=CC=CC1=2)=O. The catalyst class is: 2. (3) Reactant: [NH2:1][C:2]1[CH:6]=[CH:5][N:4]([CH2:7][CH2:8][CH2:9][OH:10])[N:3]=1.N1C(C)=CC=CC=1C.[CH:19]1([CH2:24][C@H:25]([C:29]2[CH:34]=[CH:33][C:32]([Cl:35])=[C:31]([Cl:36])[CH:30]=2)[C:26](Cl)=[O:27])[CH2:23][CH2:22][CH2:21][CH2:20]1. The catalyst class is: 2. Product: [CH:19]1([CH2:24][C@H:25]([C:29]2[CH:34]=[CH:33][C:32]([Cl:35])=[C:31]([Cl:36])[CH:30]=2)[C:26]([NH:1][C:2]2[CH:6]=[CH:5][N:4]([CH2:7][CH2:8][CH2:9][OH:10])[N:3]=2)=[O:27])[CH2:23][CH2:22][CH2:21][CH2:20]1. (4) Reactant: Cl[C:2]1[N:7]=[C:6]([CH3:8])[N:5]=[C:4]([N:9]([CH3:11])[CH3:10])[CH:3]=1.[CH2:12]([NH:19][C@H:20]1[CH2:25][CH2:24][C@@H:23]([NH2:26])[CH2:22][CH2:21]1)[C:13]1[CH:18]=[CH:17][CH:16]=[CH:15][CH:14]=1.C([O-])(O)=O.[Na+]. Product: [CH2:12]([NH:19][C@@H:20]1[CH2:25][CH2:24][C@H:23]([NH:26][C:2]2[CH:3]=[C:4]([N:9]([CH3:11])[CH3:10])[N:5]=[C:6]([CH3:8])[N:7]=2)[CH2:22][CH2:21]1)[C:13]1[CH:18]=[CH:17][CH:16]=[CH:15][CH:14]=1. The catalyst class is: 51. (5) Reactant: [Cl:1][C:2]1[CH:17]=[CH:16][C:5]2[S:6][C:7]([C:13](O)=[O:14])=[C:8]([C:9]([F:12])([F:11])[F:10])[C:4]=2[CH:3]=1.C(Cl)(C([Cl:22])=O)=O. Product: [Cl:1][C:2]1[CH:17]=[CH:16][C:5]2[S:6][C:7]([C:13]([Cl:22])=[O:14])=[C:8]([C:9]([F:12])([F:11])[F:10])[C:4]=2[CH:3]=1. The catalyst class is: 59.